This data is from NCI-60 drug combinations with 297,098 pairs across 59 cell lines. The task is: Regression. Given two drug SMILES strings and cell line genomic features, predict the synergy score measuring deviation from expected non-interaction effect. (1) Drug 1: CC12CCC3C(C1CCC2=O)CC(=C)C4=CC(=O)C=CC34C. Drug 2: C1=NC2=C(N=C(N=C2N1C3C(C(C(O3)CO)O)O)F)N. Cell line: HOP-62. Synergy scores: CSS=56.8, Synergy_ZIP=-1.89, Synergy_Bliss=-0.987, Synergy_Loewe=-2.36, Synergy_HSA=0.262. (2) Drug 1: C1=CC=C(C(=C1)C(C2=CC=C(C=C2)Cl)C(Cl)Cl)Cl. Drug 2: CN(C(=O)NC(C=O)C(C(C(CO)O)O)O)N=O. Cell line: SNB-75. Synergy scores: CSS=4.29, Synergy_ZIP=1.74, Synergy_Bliss=1.60, Synergy_Loewe=0.156, Synergy_HSA=0.284. (3) Drug 1: CC1=CC=C(C=C1)C2=CC(=NN2C3=CC=C(C=C3)S(=O)(=O)N)C(F)(F)F. Drug 2: CCC(=C(C1=CC=CC=C1)C2=CC=C(C=C2)OCCN(C)C)C3=CC=CC=C3.C(C(=O)O)C(CC(=O)O)(C(=O)O)O. Cell line: U251. Synergy scores: CSS=-1.07, Synergy_ZIP=10.4, Synergy_Bliss=16.8, Synergy_Loewe=8.43, Synergy_HSA=3.52. (4) Drug 1: CC(CN1CC(=O)NC(=O)C1)N2CC(=O)NC(=O)C2. Drug 2: C1=NC2=C(N=C(N=C2N1C3C(C(C(O3)CO)O)F)Cl)N. Cell line: RXF 393. Synergy scores: CSS=13.1, Synergy_ZIP=-5.65, Synergy_Bliss=-3.89, Synergy_Loewe=-2.39, Synergy_HSA=-2.33. (5) Drug 1: C1CCC(CC1)NC(=O)N(CCCl)N=O. Drug 2: C(=O)(N)NO. Cell line: HT29. Synergy scores: CSS=22.5, Synergy_ZIP=-2.18, Synergy_Bliss=6.07, Synergy_Loewe=-5.83, Synergy_HSA=5.62. (6) Drug 1: C1=NC2=C(N1)C(=S)N=C(N2)N. Drug 2: C(CCl)NC(=O)N(CCCl)N=O. Cell line: SNB-19. Synergy scores: CSS=5.28, Synergy_ZIP=-2.57, Synergy_Bliss=0.857, Synergy_Loewe=-1.51, Synergy_HSA=-0.928. (7) Drug 1: C1=CC(=C2C(=C1NCCNCCO)C(=O)C3=C(C=CC(=C3C2=O)O)O)NCCNCCO. Drug 2: CC1=C(C(=CC=C1)Cl)NC(=O)C2=CN=C(S2)NC3=CC(=NC(=N3)C)N4CCN(CC4)CCO. Cell line: OVCAR3. Synergy scores: CSS=38.4, Synergy_ZIP=0.991, Synergy_Bliss=3.98, Synergy_Loewe=0.890, Synergy_HSA=7.26. (8) Drug 1: CC1CCC2CC(C(=CC=CC=CC(CC(C(=O)C(C(C(=CC(C(=O)CC(OC(=O)C3CCCCN3C(=O)C(=O)C1(O2)O)C(C)CC4CCC(C(C4)OC)O)C)C)O)OC)C)C)C)OC. Synergy scores: CSS=13.7, Synergy_ZIP=10.6, Synergy_Bliss=9.03, Synergy_Loewe=8.57, Synergy_HSA=9.06. Drug 2: CC1CCC2CC(C(=CC=CC=CC(CC(C(=O)C(C(C(=CC(C(=O)CC(OC(=O)C3CCCCN3C(=O)C(=O)C1(O2)O)C(C)CC4CCC(C(C4)OC)OCCO)C)C)O)OC)C)C)C)OC. Cell line: SR. (9) Drug 1: CC1=C(C(=CC=C1)Cl)NC(=O)C2=CN=C(S2)NC3=CC(=NC(=N3)C)N4CCN(CC4)CCO. Drug 2: CN(CCCl)CCCl.Cl. Cell line: NCI-H460. Synergy scores: CSS=58.7, Synergy_ZIP=5.55, Synergy_Bliss=3.87, Synergy_Loewe=2.65, Synergy_HSA=4.11. (10) Drug 1: CCN(CC)CCNC(=O)C1=C(NC(=C1C)C=C2C3=C(C=CC(=C3)F)NC2=O)C. Drug 2: CC1C(C(CC(O1)OC2CC(OC(C2O)C)OC3=CC4=CC5=C(C(=O)C(C(C5)C(C(=O)C(C(C)O)O)OC)OC6CC(C(C(O6)C)O)OC7CC(C(C(O7)C)O)OC8CC(C(C(O8)C)O)(C)O)C(=C4C(=C3C)O)O)O)O. Cell line: OVCAR-8. Synergy scores: CSS=59.8, Synergy_ZIP=2.44, Synergy_Bliss=2.41, Synergy_Loewe=1.98, Synergy_HSA=0.806.